Dataset: Full USPTO retrosynthesis dataset with 1.9M reactions from patents (1976-2016). Task: Predict the reactants needed to synthesize the given product. Given the product [F:21][C:20]([F:22])([F:23])[O:19][C:16]1[CH:17]=[CH:18][C:13]([C:7]2[S:8][C:4]([C:1](=[O:3])[CH3:2])=[CH:5][CH:6]=2)=[CH:14][CH:15]=1, predict the reactants needed to synthesize it. The reactants are: [C:1]([C:4]1[S:8][C:7](B(O)O)=[CH:6][CH:5]=1)(=[O:3])[CH3:2].Br[C:13]1[CH:18]=[CH:17][C:16]([O:19][C:20]([F:23])([F:22])[F:21])=[CH:15][CH:14]=1.